Dataset: Full USPTO retrosynthesis dataset with 1.9M reactions from patents (1976-2016). Task: Predict the reactants needed to synthesize the given product. The reactants are: C(Cl)CCl.Cl.[O:6]=[C:7]1[NH:16][C:15]2[N:14]=[CH:13][C:12]([CH:17]=[CH:18][C:19]([OH:21])=O)=[CH:11][C:10]=2[CH2:9][CH2:8]1.[CH3:22][NH:23][CH2:24][C:25]1[NH:26][C:27]2[C:32]([C:33]=1[C:34]#[N:35])=[CH:31][CH:30]=[CH:29][CH:28]=2.C1C=CC2N(O)N=NC=2C=1.CCN(C(C)C)C(C)C. Given the product [C:34]([C:33]1[C:32]2[C:27](=[CH:28][CH:29]=[CH:30][CH:31]=2)[NH:26][C:25]=1[CH2:24][N:23]([CH3:22])[C:19](=[O:21])/[CH:18]=[CH:17]/[C:12]1[CH:13]=[N:14][C:15]2[NH:16][C:7](=[O:6])[CH2:8][CH2:9][C:10]=2[CH:11]=1)#[N:35], predict the reactants needed to synthesize it.